Predict the reactants needed to synthesize the given product. From a dataset of Full USPTO retrosynthesis dataset with 1.9M reactions from patents (1976-2016). Given the product [CH3:31][O:30][C:24]1[CH:23]=[C:22]([C:15]2[C:16]3[C:17](=[O:21])[O:18][CH2:19][C:20]=3[C:8]([OH:7])=[C:9]3[C:14]=2[CH:13]=[C:12]([O:32][CH3:33])[C:11]([O:34][CH3:35])=[CH:10]3)[CH:27]=[CH:26][C:25]=1[O:28][CH3:29], predict the reactants needed to synthesize it. The reactants are: C(=O)([O:7][C:8]1[C:20]2[CH2:19][O:18][C:17](=[O:21])[C:16]=2[C:15]([C:22]2[CH:27]=[CH:26][C:25]([O:28][CH3:29])=[C:24]([O:30][CH3:31])[CH:23]=2)=[C:14]2[C:9]=1[CH:10]=[C:11]([O:34][CH3:35])[C:12]([O:32][CH3:33])=[CH:13]2)OC(C)(C)C.N1CCCCC1.Cl.